Task: Predict the reactants needed to synthesize the given product.. Dataset: Full USPTO retrosynthesis dataset with 1.9M reactions from patents (1976-2016) (1) Given the product [NH2:19][C:12]1[CH:13]=[C:8]([C:3]2[N:4]=[C:5]([CH3:7])[S:6][C:2]=2[Br:1])[CH:9]=[CH:10][N:11]=1, predict the reactants needed to synthesize it. The reactants are: [Br:1][C:2]1[S:6][C:5]([CH3:7])=[N:4][C:3]=1[C:8]1[CH:13]=[CH:12][N+:11]([O-])=[CH:10][CH:9]=1.C([NH2:19])(C)(C)C.C1(C)C=CC(S(OS(C2C=CC(C)=CC=2)(=O)=O)(=O)=O)=CC=1. (2) Given the product [C:15]1([C:14]2[O:1][C:2]([C:8]3[CH:9]=[N:10][CH:11]=[CH:12][CH:13]=3)=[C:3]([C:4]([O:6][CH3:7])=[O:5])[N:21]=2)[CH:20]=[CH:19][CH:18]=[CH:17][CH:16]=1, predict the reactants needed to synthesize it. The reactants are: [O:1]=[C:2]([C:8]1[CH:9]=[N:10][CH:11]=[CH:12][CH:13]=1)[CH2:3][C:4]([O:6][CH3:7])=[O:5].[CH2:14]([NH2:21])[C:15]1[CH:20]=[CH:19][CH:18]=[CH:17][CH:16]=1.C(OO)(C)(C)C.S([O-])([O-])(=O)=S.[Na+].[Na+]. (3) Given the product [OH:12][C:13]([C@@H:5]1[CH2:6][N:7]([C:10]([O:12][C:13]([CH3:16])([CH3:14])[CH3:15])=[O:11])[CH2:8][CH2:9][N:4]1[C:21]([O:23][C:24]([CH3:26])([CH3:25])[CH3:27])=[O:22])([CH3:15])[CH3:14], predict the reactants needed to synthesize it. The reactants are: C[Mg]Br.[N:4]1([C:21]([O:23][C:24]([CH3:27])([CH3:26])[CH3:25])=[O:22])[CH2:9][CH2:8][N:7]([C:10]([O:12][C:13]([CH3:16])([CH3:15])[CH3:14])=[O:11])[CH2:6][CH:5]1C(OC)=O.